From a dataset of Catalyst prediction with 721,799 reactions and 888 catalyst types from USPTO. Predict which catalyst facilitates the given reaction. (1) Reactant: [CH3:1][N:2]1[CH2:15][CH2:14][C:5]2[NH:6][C:7]3[CH:8]=[CH:9][C:10]([CH3:13])=[CH:11][C:12]=3[C:4]=2[CH2:3]1.N1CCC[C@H]1C(O)=O.P([O-])([O-])([O-])=O.[K+].[K+].[K+].Br[CH:33]=[C:34]([C:36]1[CH:41]=[CH:40][C:39]([Cl:42])=[C:38]([Cl:43])[CH:37]=1)[CH3:35]. Product: [Cl:43][C:38]1[CH:37]=[C:36](/[C:34](/[CH3:35])=[CH:33]\[N:6]2[C:7]3[CH:8]=[CH:9][C:10]([CH3:13])=[CH:11][C:12]=3[C:4]3[CH2:3][N:2]([CH3:1])[CH2:15][CH2:14][C:5]2=3)[CH:41]=[CH:40][C:39]=1[Cl:42]. The catalyst class is: 122. (2) Product: [CH2:1]([CH:8]1[NH:13][CH2:12][CH2:11][N:10]([CH2:14][C:15]2[CH:20]=[CH:19][C:18]([C:25]3[CH:24]=[C:23]([Cl:22])[CH:28]=[CH:27][C:26]=3[CH3:32])=[CH:17][CH:16]=2)[CH2:9]1)[C:2]1[CH:7]=[CH:6][CH:5]=[CH:4][CH:3]=1. Reactant: [CH2:1]([C@@H:8]1[NH:13][CH2:12][CH2:11][N:10]([CH2:14][C:15]2[CH:20]=[CH:19][C:18](Br)=[CH:17][CH:16]=2)[CH2:9]1)[C:2]1[CH:7]=[CH:6][CH:5]=[CH:4][CH:3]=1.[Cl:22][C:23]1[CH:24]=[CH:25][C:26]([CH3:32])=[C:27](B(O)O)[CH:28]=1.C(=O)([O-])[O-].[Na+].[Na+].C1(C)C=CC=CC=1. The catalyst class is: 461. (3) Reactant: [CH3:1][N:2]([C@@H:10]([CH3:50])[C:11]([NH:13][C@@H:14]([CH2:40][C:41]1[CH:46]=[CH:45][C:44]([N+:47]([O-])=O)=[CH:43][CH:42]=1)[C:15](=[O:39])[N:16]1[C@H:25]([C:26](=[O:38])[NH:27][C@H:28]2[C:37]3[C:32](=[CH:33][CH:34]=[CH:35][CH:36]=3)[CH2:31][CH2:30][CH2:29]2)[CH2:24][C:23]2[C:18](=[CH:19][CH:20]=[CH:21][CH:22]=2)[CH2:17]1)=[O:12])[C:3](=[O:9])[O:4][C:5]([CH3:8])([CH3:7])[CH3:6]. Product: [NH2:47][C:44]1[CH:43]=[CH:42][C:41]([CH2:40][C@H:14]([NH:13][C:11](=[O:12])[C@@H:10]([N:2]([CH3:1])[C:3](=[O:9])[O:4][C:5]([CH3:6])([CH3:7])[CH3:8])[CH3:50])[C:15](=[O:39])[N:16]2[C@H:25]([C:26](=[O:38])[NH:27][C@H:28]3[C:37]4[C:32](=[CH:33][CH:34]=[CH:35][CH:36]=4)[CH2:31][CH2:30][CH2:29]3)[CH2:24][C:23]3[C:18](=[CH:19][CH:20]=[CH:21][CH:22]=3)[CH2:17]2)=[CH:46][CH:45]=1. The catalyst class is: 19. (4) Reactant: C1(P(C2C=CC=CC=2)C2C=CC=CC=2)C=CC=CC=1.CCOC(/N=N/C(OCC)=O)=O.[CH2:32]([O:34][C:35](=[O:45])[C:36]1[CH:41]=[CH:40][C:39]([O:42][CH3:43])=[C:38]([OH:44])[CH:37]=1)[CH3:33].[Cl:46][C:47]1[CH:52]=[C:51]([Cl:53])[CH:50]=[CH:49][C:48]=1[CH2:54][CH2:55]O. Product: [CH2:32]([O:34][C:35](=[O:45])[C:36]1[CH:41]=[CH:40][C:39]([O:42][CH3:43])=[C:38]([O:44][CH2:55][CH2:54][C:48]2[CH:49]=[CH:50][C:51]([Cl:53])=[CH:52][C:47]=2[Cl:46])[CH:37]=1)[CH3:33]. The catalyst class is: 1. (5) Reactant: [CH3:1][O:2][C:3]1[CH:8]=[CH:7][C:6]([NH:9][C:10]2[C:11](=[O:22])[NH:12][C:13](=[O:21])[C:14]=2[C:15]2[CH:20]=[CH:19][CH:18]=[CH:17][CH:16]=2)=[CH:5][CH:4]=1.[CH2:23](O)[C:24]1[CH:29]=[CH:28][CH:27]=[CH:26][CH:25]=1.N(C(OCC)=O)=NC(OCC)=O.C1(P(C2C=CC=CC=2)C2C=CC=CC=2)C=CC=CC=1. Product: [CH2:23]([N:12]1[C:13](=[O:21])[C:14]([C:15]2[CH:20]=[CH:19][CH:18]=[CH:17][CH:16]=2)=[C:10]([NH:9][C:6]2[CH:5]=[CH:4][C:3]([O:2][CH3:1])=[CH:8][CH:7]=2)[C:11]1=[O:22])[C:24]1[CH:29]=[CH:28][CH:27]=[CH:26][CH:25]=1. The catalyst class is: 1. (6) Reactant: C(OCC)(=O)C.[Cl:7][C:8]1[CH:13]=[CH:12][C:11]([C:14](=[O:25])[C:15]2[CH:20]=[CH:19][C:18]([N+:21]([O-])=O)=[C:17]([CH3:24])[CH:16]=2)=[CH:10][CH:9]=1.C(O)(=O)C. Product: [NH2:21][C:18]1[CH:19]=[CH:20][C:15]([C:14]([C:11]2[CH:12]=[CH:13][C:8]([Cl:7])=[CH:9][CH:10]=2)=[O:25])=[CH:16][C:17]=1[CH3:24]. The catalyst class is: 150. (7) Reactant: [Cl:1]N1C(=O)CCC1=O.[CH:9]12[NH:20][CH:17]([CH2:18][CH2:19]1)[CH2:16][C:15]1[CH:14]=[CH:13][C:12]([NH2:21])=[CH:11][C:10]2=1. Product: [Cl:1][C:11]1[C:10]2[CH:9]3[NH:20][CH:17]([CH2:16][C:15]=2[CH:14]=[CH:13][C:12]=1[NH2:21])[CH2:18][CH2:19]3. The catalyst class is: 10.